Dataset: Reaction yield outcomes from USPTO patents with 853,638 reactions. Task: Predict the reaction yield, written as a fraction of the theoretical maximum amount of product (1.0 means a 100% yield; for example, 0.34 means a 34% yield). (1) The reactants are [Cl:1][C:2]1[N:3]=[C:4](Cl)[C:5]2[CH2:10][CH2:9][CH:8]([C:11]3[CH:16]=[CH:15][C:14]([F:17])=[CH:13][CH:12]=3)[C:6]=2[N:7]=1.[F:19][C:20]1([F:26])[CH2:25][CH2:24][NH:23][CH2:22][CH2:21]1. The catalyst is CO. The product is [Cl:1][C:2]1[N:3]=[C:4]([N:23]2[CH2:24][CH2:25][C:20]([F:26])([F:19])[CH2:21][CH2:22]2)[C:5]2[CH2:10][CH2:9][CH:8]([C:11]3[CH:16]=[CH:15][C:14]([F:17])=[CH:13][CH:12]=3)[C:6]=2[N:7]=1. The yield is 0.691. (2) The yield is 0.490. The product is [CH2:1]([C:3]([C:28]1[CH:41]=[CH:40][C:31]([O:32][CH2:33][C@H:34]2[O:38][C:37](=[O:39])[CH2:36][CH2:35]2)=[C:30]([CH3:42])[CH:29]=1)([C:6]1[CH:11]=[CH:10][C:9]([C:12]#[C:13][C:14]([OH:23])([C:15]([F:17])([F:18])[F:16])[C:19]([F:22])([F:21])[F:20])=[C:8]([CH3:27])[CH:7]=1)[CH2:4][CH3:5])[CH3:2]. The reactants are [CH2:1]([C:3]([C:28]1[CH:41]=[CH:40][C:31]([O:32][CH2:33][C@H:34]2[O:38][C:37](=[O:39])[CH2:36][CH2:35]2)=[C:30]([CH3:42])[CH:29]=1)([C:6]1[CH:11]=[CH:10][C:9]([C:12]#[C:13][C:14]([O:23]COC)([C:19]([F:22])([F:21])[F:20])[C:15]([F:18])([F:17])[F:16])=[C:8]([CH3:27])[CH:7]=1)[CH2:4][CH3:5])[CH3:2]. The catalyst is ClCCl.FC(F)(F)C(O)=O. (3) The reactants are [C:1]([CH:5]1[O:18][CH2:17][C:16]2[C:15]3[C:10](=[CH:11][CH:12]=[CH:13][N:14]=3)[C:9](=O)[O:8][C:7]=2[CH2:6]1)([CH3:4])([CH3:3])[CH3:2].[NH3:20]. The catalyst is CO. The product is [C:1]([CH:5]1[O:18][CH2:17][C:16]2[C:15]3[C:10](=[CH:11][CH:12]=[CH:13][N:14]=3)[C:9](=[O:8])[NH:20][C:7]=2[CH2:6]1)([CH3:4])([CH3:3])[CH3:2]. The yield is 0.497. (4) The reactants are [CH2:1]([NH:8][C:9](=[O:49])[C@@H:10]([OH:48])[CH:11]([NH:19][C:20](=[O:47])[C@@H:21]([NH:32][C:33](=[O:46])[C@@H:34]([NH:36][C:37](=[O:45])[CH2:38][N:39]1[CH2:44][CH2:43][O:42][CH2:41][CH2:40]1)[CH3:35])[CH2:22][C:23]1[C:31]2[C:26](=[CH:27][CH:28]=[CH:29][CH:30]=2)[NH:25][CH:24]=1)[CH2:12][C:13]1[CH:18]=[CH:17][CH:16]=[CH:15][CH:14]=1)[C:2]1[CH:7]=[CH:6][CH:5]=[CH:4][CH:3]=1.CC(OI1(OC(C)=O)(OC(C)=O)OC(=O)C2C=CC=CC1=2)=O. The catalyst is ClCCl. The product is [CH2:1]([NH:8][C:9](=[O:49])[C:10](=[O:48])[C@@H:11]([NH:19][C:20](=[O:47])[C@@H:21]([NH:32][C:33](=[O:46])[C@@H:34]([NH:36][C:37](=[O:45])[CH2:38][N:39]1[CH2:40][CH2:41][O:42][CH2:43][CH2:44]1)[CH3:35])[CH2:22][C:23]1[C:31]2[C:26](=[CH:27][CH:28]=[CH:29][CH:30]=2)[NH:25][CH:24]=1)[CH2:12][C:13]1[CH:18]=[CH:17][CH:16]=[CH:15][CH:14]=1)[C:2]1[CH:3]=[CH:4][CH:5]=[CH:6][CH:7]=1. The yield is 0.0800. (5) The yield is 0.700. The reactants are [C:1]([CH2:3][CH:4]1[CH2:8][CH2:7][CH:6]([CH2:9][CH2:10][C:11]2[CH:16]=[C:15]([F:17])[CH:14]=[CH:13][C:12]=2[O:18][CH3:19])[O:5]1)#[N:2]. The catalyst is N.CO.[Ni]. The product is [NH2:2][CH2:1][CH2:3][CH:4]1[CH2:8][CH2:7][CH:6]([CH2:9][CH2:10][C:11]2[CH:16]=[C:15]([F:17])[CH:14]=[CH:13][C:12]=2[O:18][CH3:19])[O:5]1. (6) The reactants are [NH2:1][C:2]1[C:11]2[C:6](=[C:7](Br)[CH:8]=[CH:9][CH:10]=2)[N:5]=[N:4][C:3]=1[C:13]([NH:15][CH2:16][CH2:17][CH3:18])=[O:14].[F:19][C:20]1[CH:25]=[CH:24][C:23](B(O)O)=[C:22]([O:29][CH3:30])[CH:21]=1. No catalyst specified. The product is [NH2:1][C:2]1[C:11]2[C:6](=[C:7]([C:23]3[CH:24]=[CH:25][C:20]([F:19])=[CH:21][C:22]=3[O:29][CH3:30])[CH:8]=[CH:9][CH:10]=2)[N:5]=[N:4][C:3]=1[C:13]([NH:15][CH2:16][CH2:17][CH3:18])=[O:14]. The yield is 0.830.